From a dataset of Full USPTO retrosynthesis dataset with 1.9M reactions from patents (1976-2016). Predict the reactants needed to synthesize the given product. (1) The reactants are: [Br:1][C:2]1[CH:7]=[C:6]([F:8])[CH:5]=[CH:4][C:3]=1[CH:9]1[C:14]([C:15]([O:17][CH2:18][CH3:19])=[O:16])=[C:13]([CH2:20]Br)[NH:12][C:11]([C:22]2[N:26]=[CH:25][N:24]([CH3:27])[N:23]=2)=[N:10]1.Cl.[NH:29]1[CH2:34][CH2:33][O:32][CH:31]([CH2:35][C:36]([OH:38])=[O:37])[CH2:30]1. Given the product [Br:1][C:2]1[CH:7]=[C:6]([F:8])[CH:5]=[CH:4][C:3]=1[CH:9]1[N:10]=[C:11]([C:22]2[N:26]=[CH:25][N:24]([CH3:27])[N:23]=2)[NH:12][C:13]([CH2:20][N:29]2[CH2:34][CH2:33][O:32][CH:31]([CH2:35][C:36]([OH:38])=[O:37])[CH2:30]2)=[C:14]1[C:15]([O:17][CH2:18][CH3:19])=[O:16], predict the reactants needed to synthesize it. (2) Given the product [NH2:29][C:28]1[N:4]([C:3]2[C:5]([F:13])=[CH:6][C:7]([C:9]([F:12])([F:11])[F:10])=[CH:8][C:2]=2[Cl:1])[N:24]=[C:31]([C:34]#[N:35])[CH:30]=1, predict the reactants needed to synthesize it. The reactants are: [Cl:1][C:2]1[CH:8]=[C:7]([C:9]([F:12])([F:11])[F:10])[CH:6]=[C:5]([F:13])[C:3]=1[NH2:4].OS(O)(=O)=O.OS(O)(=O)=O.[N:24]([O-])=O.[Na+].[C:28]([CH2:30][C:31]([C:34]#[N:35])=CO)#[N:29].C([O-])(=O)C.[Na+]. (3) Given the product [CH2:31]([S:33]([N:6]1[CH2:7][CH2:8][CH:9]([C:10]2[C:18]3[C:13](=[C:14]([C:25]([NH2:27])=[O:26])[CH:15]=[C:16]([C:19]4[CH:24]=[CH:23][CH:22]=[CH:21][CH:20]=4)[CH:17]=3)[NH:12][CH:11]=2)[CH2:5]1)(=[O:35])=[O:34])[CH3:32], predict the reactants needed to synthesize it. The reactants are: CC([CH:5]1[CH:9]([C:10]2[C:18]3[C:13](=[C:14]([C:25]([NH2:27])=[O:26])[CH:15]=[C:16]([C:19]4[CH:24]=[CH:23][CH:22]=[CH:21][CH:20]=4)[CH:17]=3)[NH:12][CH:11]=2)[CH2:8][CH2:7][N:6]1C([O-])=O)(C)C.[CH2:31]([S:33](Cl)(=[O:35])=[O:34])[CH3:32].C(N(CC)CC)C. (4) Given the product [CH3:11][C:9]1[CH:8]=[CH:7][C:6]2[N:5]([CH:4]=[N:3][C:2]=2[Sn:21]([CH2:23][CH2:24][CH2:25][CH3:26])([CH2:27][CH2:28][CH2:29][CH3:30])[CH2:17][CH2:18][CH2:19][CH3:20])[CH:10]=1, predict the reactants needed to synthesize it. The reactants are: I[C:2]1[N:3]=[CH:4][N:5]2[CH:10]=[C:9]([CH3:11])[CH:8]=[CH:7][C:6]=12.C([Mg]Cl)(C)C.[CH2:17]([Sn:21]([CH2:27][CH2:28][CH2:29][CH3:30])([CH2:23][CH2:24][CH2:25][CH3:26])Cl)[CH2:18][CH2:19][CH3:20].